Dataset: Catalyst prediction with 721,799 reactions and 888 catalyst types from USPTO. Task: Predict which catalyst facilitates the given reaction. (1) Reactant: [O:1]=[C:2]1[CH:11]=[CH:10][C:9]2[C:4](=[N:5][CH:6]=[CH:7][CH:8]=2)[N:3]1[CH2:12][CH:13]=O.[NH:15]1[CH2:20][CH2:19][CH:18]([NH:21][C:22](=[O:28])[O:23][C:24]([CH3:27])([CH3:26])[CH3:25])[CH2:17][CH2:16]1.C(O)(=O)C.C(O[BH-](OC(=O)C)OC(=O)C)(=O)C.[Na+]. Product: [O:1]=[C:2]1[CH:11]=[CH:10][C:9]2[C:4](=[N:5][CH:6]=[CH:7][CH:8]=2)[N:3]1[CH2:12][CH2:13][N:15]1[CH2:16][CH2:17][CH:18]([NH:21][C:22](=[O:28])[O:23][C:24]([CH3:26])([CH3:25])[CH3:27])[CH2:19][CH2:20]1. The catalyst class is: 34. (2) Reactant: [F:1][C:2]1[C:3]([C:15]2[CH:20]=[CH:19][CH:18]=[CH:17][N:16]=2)=[C:4]([NH:11][CH:12]([CH3:14])[CH3:13])[C:5]([N+:8]([O-])=O)=[CH:6][CH:7]=1. Product: [F:1][C:2]1[C:3]([C:15]2[CH:20]=[CH:19][CH:18]=[CH:17][N:16]=2)=[C:4]([NH:11][CH:12]([CH3:13])[CH3:14])[C:5]([NH2:8])=[CH:6][CH:7]=1. The catalyst class is: 25. (3) Reactant: [C:1]([O:5][C:6]([N:8]1[CH2:13][CH2:12][CH:11]([O:14][CH2:15][CH:16]2[CH2:20][CH2:19][N:18](CC3C=CC=CC=3)[CH2:17]2)[CH2:10][CH2:9]1)=[O:7])([CH3:4])([CH3:3])[CH3:2].OCC1(OC[C@@H](O)[C@@H](O)[C@H]1O)O. Product: [C:1]([O:5][C:6]([N:8]1[CH2:9][CH2:10][CH:11]([O:14][CH2:15][CH:16]2[CH2:20][CH2:19][NH:18][CH2:17]2)[CH2:12][CH2:13]1)=[O:7])([CH3:4])([CH3:2])[CH3:3]. The catalyst class is: 285. (4) Reactant: [CH:1]12[O:9][CH:5]([CH2:6][NH:7][CH2:8]1)[CH2:4][N:3]([CH2:10][CH2:11][CH2:12][O:13][C:14]1[CH:21]=[CH:20][C:17]([C:18]#[N:19])=[CH:16][CH:15]=1)[CH2:2]2.[CH3:22][S:23]([N:26]([CH2:34][CH2:35][O:36][C:37]1[CH:42]=[CH:41][CH:40]=[CH:39][CH:38]=1)[CH2:27][CH2:28]OS(C)(=O)=O)(=[O:25])=[O:24].C([O-])([O-])=O.[K+].[K+]. Product: [C:18]([C:17]1[CH:20]=[CH:21][C:14]([O:13][CH2:12][CH2:11][CH2:10][N:3]2[CH2:2][CH:1]3[O:9][CH:5]([CH2:6][N:7]([CH2:28][CH2:27][N:26]([CH2:34][CH2:35][O:36][C:37]4[CH:38]=[CH:39][CH:40]=[CH:41][CH:42]=4)[S:23]([CH3:22])(=[O:25])=[O:24])[CH2:8]3)[CH2:4]2)=[CH:15][CH:16]=1)#[N:19]. The catalyst class is: 10.